Dataset: Peptide-MHC class I binding affinity with 185,985 pairs from IEDB/IMGT. Task: Regression. Given a peptide amino acid sequence and an MHC pseudo amino acid sequence, predict their binding affinity value. This is MHC class I binding data. (1) The peptide sequence is ILRKSRRFAR. The MHC is Patr-A0101 with pseudo-sequence Patr-A0101. The binding affinity (normalized) is 0.662. (2) The peptide sequence is LNPMHQLL. The MHC is Mamu-A01 with pseudo-sequence Mamu-A01. The binding affinity (normalized) is 0.398. (3) The binding affinity (normalized) is 0.434. The peptide sequence is EMREQHDAQV. The MHC is HLA-A68:02 with pseudo-sequence HLA-A68:02.